The task is: Predict which catalyst facilitates the given reaction.. This data is from Catalyst prediction with 721,799 reactions and 888 catalyst types from USPTO. (1) Reactant: C[O-].[Na+].[F:4][C:5]([F:20])([F:19])[C:6]1[N:11]=[C:10]([S:12]CCC(OC)=O)[CH:9]=[CH:8][CH:7]=1. Product: [F:20][C:5]([F:4])([F:19])[C:6]1[N:11]=[C:10]([SH:12])[CH:9]=[CH:8][CH:7]=1. The catalyst class is: 5. (2) Reactant: [CH:1]1([C:4]([N:6]2[C:15]3[CH:14]=[CH:13][CH:12]=[C:11]([OH:16])[C:10]=3[CH2:9][CH2:8][C@@H:7]2[CH3:17])=[O:5])[CH2:3][CH2:2]1.[Br:18]N1C(=O)CCC1=O. Product: [Br:18][C:12]1[CH:13]=[CH:14][C:15]2[N:6]([C:4]([CH:1]3[CH2:2][CH2:3]3)=[O:5])[C@@H:7]([CH3:17])[CH2:8][CH2:9][C:10]=2[C:11]=1[OH:16]. The catalyst class is: 245. (3) Reactant: [CH3:1][O:2][CH2:3][CH2:4][C:5]1[N:6]([CH2:19][CH2:20][O:21][CH2:22][CH2:23][NH:24][CH3:25])[C:7]2[C:16]3[CH:15]=[CH:14][CH:13]=[CH:12][C:11]=3[N:10]=[C:9]([NH2:17])[C:8]=2[N:18]=1.CCN(CC)CC.[CH3:33][S:34](Cl)(=[O:36])=[O:35]. Product: [NH2:17][C:9]1[C:8]2[N:18]=[C:5]([CH2:4][CH2:3][O:2][CH3:1])[N:6]([CH2:19][CH2:20][O:21][CH2:22][CH2:23][N:24]([CH3:25])[S:34]([CH3:33])(=[O:36])=[O:35])[C:7]=2[C:16]2[CH:15]=[CH:14][CH:13]=[CH:12][C:11]=2[N:10]=1. The catalyst class is: 2. (4) Reactant: [Br:1][C:2]1[C:3](F)=[C:4]2[C:10]([NH:11][C:12](=[O:17])[C:13]([CH3:16])([CH3:15])[CH3:14])=[CH:9][NH:8][C:5]2=[N:6][CH:7]=1.[NH:19]1[CH2:24][CH2:23][CH2:22][C@@H:21]([NH:25]C(=O)OC(C)(C)C)[CH2:20]1.C(O)(C(F)(F)F)=O.C(Cl)[Cl:41]. Product: [ClH:41].[NH2:25][C@@H:21]1[CH2:22][CH2:23][CH2:24][N:19]([C:3]2[C:2]([Br:1])=[CH:7][N:6]=[C:5]3[NH:8][CH:9]=[C:10]([NH:11][C:12](=[O:17])[C:13]([CH3:16])([CH3:15])[CH3:14])[C:4]=23)[CH2:20]1. The catalyst class is: 114.